This data is from Reaction yield outcomes from USPTO patents with 853,638 reactions. The task is: Predict the reaction yield, written as a fraction of the theoretical maximum amount of product (1.0 means a 100% yield; for example, 0.34 means a 34% yield). (1) The reactants are [C:1]([C:5]1[CH:6]=[CH:7][C:8]2[O:12][C:11]([C:13]3[CH:18]=[CH:17][C:16]([O:19]C)=[CH:15][CH:14]=3)=[CH:10][C:9]=2[CH:21]=1)([CH3:4])([CH3:3])[CH3:2].Cl.N1C=CC=CC=1. The catalyst is O. The product is [C:1]([C:5]1[CH:6]=[CH:7][C:8]2[O:12][C:11]([C:13]3[CH:14]=[CH:15][C:16]([OH:19])=[CH:17][CH:18]=3)=[CH:10][C:9]=2[CH:21]=1)([CH3:4])([CH3:2])[CH3:3]. The yield is 0.170. (2) The reactants are [F:1][C:2]1[CH:7]=[CH:6][CH:5]=[C:4]([F:8])[C:3]=1[N:9]1[C:14]2[N:15]=[C:16]([N:29]3[CH2:34][CH2:33][CH:32]([N:35]4[CH2:40][CH2:39][CH:38]([CH3:41])[CH2:37][CH2:36]4)[CH2:31][CH2:30]3)[N:17]=[C:18]([C:19]3[CH:20]=[C:21]([CH:25]=[CH:26][C:27]=3[CH3:28])[C:22](O)=[O:23])[C:13]=2[CH:12]=[CH:11][C:10]1=[O:42].CN(C(O[N:51]1N=N[C:53]2[CH:54]=CC=C[C:52]1=2)=[N+](C)C)C.F[P-](F)(F)(F)(F)F.C(N(CC)CC)C.C(N)CC. The catalyst is CN(C=O)C. The product is [F:1][C:2]1[CH:7]=[CH:6][CH:5]=[C:4]([F:8])[C:3]=1[N:9]1[C:14]2[N:15]=[C:16]([N:29]3[CH2:34][CH2:33][CH:32]([N:35]4[CH2:36][CH2:37][CH:38]([CH3:41])[CH2:39][CH2:40]4)[CH2:31][CH2:30]3)[N:17]=[C:18]([C:19]3[CH:20]=[C:21]([CH:25]=[CH:26][C:27]=3[CH3:28])[C:22]([NH:51][CH2:52][CH2:53][CH3:54])=[O:23])[C:13]=2[CH:12]=[CH:11][C:10]1=[O:42]. The yield is 0.550.